This data is from Peptide-MHC class I binding affinity with 185,985 pairs from IEDB/IMGT. The task is: Regression. Given a peptide amino acid sequence and an MHC pseudo amino acid sequence, predict their binding affinity value. This is MHC class I binding data. (1) The peptide sequence is PACVYGPA. The MHC is HLA-A02:01 with pseudo-sequence HLA-A02:01. The binding affinity (normalized) is 0. (2) The peptide sequence is YFSGIMVRL. The MHC is HLA-A26:01 with pseudo-sequence HLA-A26:01. The binding affinity (normalized) is 0.0847.